Dataset: Full USPTO retrosynthesis dataset with 1.9M reactions from patents (1976-2016). Task: Predict the reactants needed to synthesize the given product. (1) Given the product [C:34]([CH2:33][N:6]1[C:7]([C:16]2[CH:17]=[C:18]3[C:23](=[CH:24][CH:25]=2)[N:22]=[C:21]([C:26]2[S:30][C:29]([CH3:31])=[N:28][C:27]=2[CH3:32])[CH:20]=[CH:19]3)=[C:8]([CH:10]2[CH2:11][CH2:12][CH2:13][CH2:14][CH2:15]2)[CH:9]=[C:5]1[C:3]([OH:4])=[O:2])([OH:36])=[O:35], predict the reactants needed to synthesize it. The reactants are: C[O:2][C:3]([C:5]1[N:6]([CH2:33][C:34]([O:36]C(C)(C)C)=[O:35])[C:7]([C:16]2[CH:17]=[C:18]3[C:23](=[CH:24][CH:25]=2)[N:22]=[C:21]([C:26]2[S:30][C:29]([CH3:31])=[N:28][C:27]=2[CH3:32])[CH:20]=[CH:19]3)=[C:8]([CH:10]2[CH2:15][CH2:14][CH2:13][CH2:12][CH2:11]2)[CH:9]=1)=[O:4].[OH-].[Na+]. (2) Given the product [I:14][C:12]1[CH:13]=[C:8]2[N:7]=[C:6]([NH2:5])[N:15]([CH2:16][C:17]3[CH:22]=[CH:21][C:20]([O:23][CH2:24][C:25]4[CH:26]=[N:27][C:28]([O:31][CH3:32])=[CH:29][CH:30]=4)=[C:19]([O:33][CH3:34])[CH:18]=3)[C:9]2=[N:10][CH:11]=1, predict the reactants needed to synthesize it. The reactants are: C(OC(=O)[NH:5][C:6]1[N:15]([CH2:16][C:17]2[CH:22]=[CH:21][C:20]([O:23][CH2:24][C:25]3[CH:26]=[N:27][C:28]([O:31][CH3:32])=[CH:29][CH:30]=3)=[C:19]([O:33][CH3:34])[CH:18]=2)[C:9]2=[N:10][CH:11]=[C:12]([I:14])[CH:13]=[C:8]2[N:7]=1)C.[OH-].[K+]. (3) Given the product [NH:1]([C:25]([O:27][C:28]([CH3:31])([CH3:30])[CH3:29])=[O:26])[C@@H:2]([C:22]([O:24][CH2:10][C:18]1[CH:13]=[CH:14][CH:15]=[CH:16][CH:17]=1)=[O:23])[CH2:3][CH2:4][C:5]([NH:7][C@@H:8]([C:19]([O:21][CH2:38][C:39]1[CH:44]=[CH:43][CH:42]=[CH:41][CH:40]=1)=[O:20])[CH2:9][C:10]1[C:18]2[C:13](=[CH:14][CH:15]=[CH:16][CH:17]=2)[NH:12][CH:11]=1)=[O:6], predict the reactants needed to synthesize it. The reactants are: [NH:1]([C:25]([O:27][C:28]([CH3:31])([CH3:30])[CH3:29])=[O:26])[C@@H:2]([C:22]([OH:24])=[O:23])[CH2:3][CH2:4][C:5]([NH:7][C@@H:8]([C:19]([OH:21])=[O:20])[CH2:9][C:10]1[C:18]2[C:13](=[CH:14][CH:15]=[CH:16][CH:17]=2)[NH:12][CH:11]=1)=[O:6].C([O-])([O-])=O.[K+].[K+].[CH2:38](Br)[C:39]1[CH:44]=[CH:43][CH:42]=[CH:41][CH:40]=1.